Dataset: NCI-60 drug combinations with 297,098 pairs across 59 cell lines. Task: Regression. Given two drug SMILES strings and cell line genomic features, predict the synergy score measuring deviation from expected non-interaction effect. (1) Drug 1: CCC(=C(C1=CC=CC=C1)C2=CC=C(C=C2)OCCN(C)C)C3=CC=CC=C3.C(C(=O)O)C(CC(=O)O)(C(=O)O)O. Drug 2: CC12CCC3C(C1CCC2OP(=O)(O)O)CCC4=C3C=CC(=C4)OC(=O)N(CCCl)CCCl.[Na+]. Cell line: ACHN. Synergy scores: CSS=3.88, Synergy_ZIP=0.534, Synergy_Bliss=2.96, Synergy_Loewe=0.911, Synergy_HSA=1.26. (2) Drug 1: C1CN1C2=NC(=NC(=N2)N3CC3)N4CC4. Cell line: ACHN. Drug 2: COC1=C2C(=CC3=C1OC=C3)C=CC(=O)O2. Synergy scores: CSS=38.7, Synergy_ZIP=-1.69, Synergy_Bliss=-2.75, Synergy_Loewe=-25.4, Synergy_HSA=-1.87. (3) Drug 1: CCCCC(=O)OCC(=O)C1(CC(C2=C(C1)C(=C3C(=C2O)C(=O)C4=C(C3=O)C=CC=C4OC)O)OC5CC(C(C(O5)C)O)NC(=O)C(F)(F)F)O. Drug 2: C1C(C(OC1N2C=NC(=NC2=O)N)CO)O. Cell line: SK-MEL-28. Synergy scores: CSS=53.3, Synergy_ZIP=1.18, Synergy_Bliss=1.22, Synergy_Loewe=-0.0735, Synergy_HSA=-0.389. (4) Drug 1: CC(C)(C#N)C1=CC(=CC(=C1)CN2C=NC=N2)C(C)(C)C#N. Drug 2: CC1=C(C=C(C=C1)C(=O)NC2=CC(=CC(=C2)C(F)(F)F)N3C=C(N=C3)C)NC4=NC=CC(=N4)C5=CN=CC=C5. Cell line: A498. Synergy scores: CSS=-2.02, Synergy_ZIP=-0.827, Synergy_Bliss=-3.13, Synergy_Loewe=-6.99, Synergy_HSA=-5.31.